Dataset: Forward reaction prediction with 1.9M reactions from USPTO patents (1976-2016). Task: Predict the product of the given reaction. (1) Given the reactants Cl.[CH3:2][NH:3][C:4]1[CH:5]=[CH:6][CH:7]=[C:8]2[C:12]=1[NH:11][C:10]([C:13]1[S:14][CH:15]=[CH:16][N:17]=1)=[CH:9]2.C(N(CC)CC)C.[N:25]1([C:30](Cl)=[O:31])[CH2:29][CH2:28][CH2:27][CH2:26]1.C(=O)([O-])O.[Na+], predict the reaction product. The product is: [CH3:2][N:3]([C:4]1[CH:5]=[CH:6][CH:7]=[C:8]2[C:12]=1[NH:11][C:10]([C:13]1[S:14][CH:15]=[CH:16][N:17]=1)=[CH:9]2)[C:30]([N:25]1[CH2:29][CH2:28][CH2:27][CH2:26]1)=[O:31]. (2) Given the reactants [CH2:1]([N:4]([CH2:22][CH2:23][CH3:24])[C:5]([C:7]1[CH:8]=[C:9]([CH:13]=[C:14]([C:16]2[O:17][CH:18]=[C:19]([CH3:21])[N:20]=2)[CH:15]=1)[C:10](O)=[O:11])=[O:6])[CH2:2][CH3:3].Cl.Cl.[NH2:27][C@@H:28]([CH2:42][C:43]1[CH:48]=[C:47]([F:49])[CH:46]=[C:45]([F:50])[CH:44]=1)[C@H:29]([OH:41])[CH2:30][NH:31][CH2:32][C:33]1[CH:38]=[CH:37][CH:36]=[C:35]([CH2:39][CH3:40])[CH:34]=1.C1C=CC2N(O)N=NC=2C=1.CN1CCOCC1.C(Cl)CCl, predict the reaction product. The product is: [F:50][C:45]1[CH:44]=[C:43]([CH:48]=[C:47]([F:49])[CH:46]=1)[CH2:42][C@H:28]([NH:27][C:10](=[O:11])[C:9]1[CH:13]=[C:14]([C:16]2[O:17][CH:18]=[C:19]([CH3:21])[N:20]=2)[CH:15]=[C:7]([C:5]([N:4]([CH2:22][CH2:23][CH3:24])[CH2:1][CH2:2][CH3:3])=[O:6])[CH:8]=1)[C@H:29]([OH:41])[CH2:30][NH:31][CH2:32][C:33]1[CH:38]=[CH:37][CH:36]=[C:35]([CH2:39][CH3:40])[CH:34]=1. (3) Given the reactants Cl[C:2]1[C:7]([C:8]#[N:9])=[CH:6][CH:5]=[CH:4][N:3]=1.[Cl:10][C:11]1[CH:16]=[CH:15][CH:14]=[CH:13][C:12]=1B(O)O, predict the reaction product. The product is: [Cl:10][C:11]1[CH:16]=[CH:15][CH:14]=[CH:13][C:12]=1[C:2]1[N:3]=[CH:4][CH:5]=[CH:6][C:7]=1[C:8]#[N:9]. (4) Given the reactants [OH:1][CH:2]1[CH2:7][CH2:6][O:5][CH2:4][CH2:3]1.CC(C)([O-])C.[K+].F[C:15]1[CH:22]=[CH:21][C:18]([C:19]#[N:20])=[CH:17][C:16]=1[C:23]#[N:24], predict the reaction product. The product is: [O:5]1[CH2:6][CH2:7][CH:2]([O:1][C:15]2[CH:22]=[CH:21][C:18]([C:19]#[N:20])=[CH:17][C:16]=2[C:23]#[N:24])[CH2:3][CH2:4]1.